From a dataset of Reaction yield outcomes from USPTO patents with 853,638 reactions. Predict the reaction yield, written as a fraction of the theoretical maximum amount of product (1.0 means a 100% yield; for example, 0.34 means a 34% yield). (1) The reactants are Cl[C:2]1[C:28]([CH3:29])=[CH:27][C:5]2[N:6]=[C:7]3[C:12]([N:13]([CH2:14][CH2:15][CH2:16][CH2:17][CH2:18][CH2:19][C:20]([O:22][CH2:23][CH3:24])=[O:21])[C:4]=2[CH:3]=1)=[N:11][C:10](=[O:25])[NH:9][C:8]3=[O:26].[NH2:30][C@H:31]1[CH2:35][CH2:34][N:33]([C:36]([O:38][C:39]([CH3:42])([CH3:41])[CH3:40])=[O:37])[CH2:32]1. The catalyst is CN1C(=O)CCC1. The product is [CH2:23]([O:22][C:20](=[O:21])[CH2:19][CH2:18][CH2:17][CH2:16][CH2:15][CH2:14][N:13]1[C:12]2[C:7]([C:8](=[O:26])[NH:9][C:10](=[O:25])[N:11]=2)=[N:6][C:5]2[CH:27]=[C:28]([CH3:29])[C:2]([NH:30][C@H:31]3[CH2:35][CH2:34][N:33]([C:36]([O:38][C:39]([CH3:42])([CH3:41])[CH3:40])=[O:37])[CH2:32]3)=[CH:3][C:4]1=2)[CH3:24]. The yield is 0.300. (2) The reactants are [CH3:1][C:2]1[CH:7]=[CH:6][CH:5]=[CH:4][C:3]=1[C:8]1[S:9][C:10]([CH2:14][OH:15])=[C:11]([CH3:13])[N:12]=1.[CH3:16][N:17]1[C:21]2[CH:22]=[CH:23][C:24](C(O)=O)=[CH:25][C:20]=2[N:19]=[CH:18]1.C([N:31]([CH2:34]C)CC)C.C1(P(N=[N+]=[N-])(C2C=CC=CC=2)=[O:43])C=CC=CC=1. The catalyst is C1(C)C=CC=CC=1. The product is [CH3:13][C:11]1[N:12]=[C:8]([C:3]2[CH:4]=[CH:5][CH:6]=[CH:7][C:2]=2[CH3:1])[S:9][C:10]=1[CH2:14][O:15][C:34](=[O:43])[NH:31][C:24]1[CH:23]=[CH:22][C:21]2[N:17]([CH3:16])[CH:18]=[N:19][C:20]=2[CH:25]=1. The yield is 0.750.